This data is from Full USPTO retrosynthesis dataset with 1.9M reactions from patents (1976-2016). The task is: Predict the reactants needed to synthesize the given product. (1) Given the product [CH3:1][N:2]1[C:10]2[CH2:9][CH2:8][CH2:7][CH:6]([C:11]([OH:13])=[O:12])[C:5]=2[CH:4]=[N:3]1, predict the reactants needed to synthesize it. The reactants are: [CH3:1][N:2]1[C:10]2[CH2:9][CH2:8][CH2:7][CH:6]([C:11]([O-:13])=[O:12])[C:5]=2[CH:4]=[N:3]1.[Li+].[OH-].Cl. (2) Given the product [CH3:36][N:33]1[CH2:34][CH2:35][CH:30]([O:1][C:2]2[CH:9]=[CH:8][C:5]([CH:6]=[O:7])=[CH:4][CH:3]=2)[CH2:31][CH2:32]1, predict the reactants needed to synthesize it. The reactants are: [OH:1][C:2]1[CH:9]=[CH:8][C:5]([CH:6]=[O:7])=[CH:4][CH:3]=1.C1(P(C2C=CC=CC=2)C2C=CC=CC=2)C=CC=CC=1.O[CH:30]1[CH2:35][CH2:34][N:33]([CH3:36])[CH2:32][CH2:31]1.N(C(OC(C)C)=O)=NC(OC(C)C)=O. (3) Given the product [Br:1][C:2]1[C:3](=[O:16])[N:4]([C:10]2[CH:15]=[CH:14][CH:13]=[CH:12][CH:11]=2)[N:5]([CH3:9])[C:6]=1[CH2:7][N:23]1[CH2:22][CH2:21][C:20]([C:26]2[CH:31]=[CH:30][CH:29]=[CH:28][CH:27]=2)([C:18]#[N:19])[CH2:25][CH2:24]1, predict the reactants needed to synthesize it. The reactants are: [Br:1][C:2]1[C:3](=[O:16])[N:4]([C:10]2[CH:15]=[CH:14][CH:13]=[CH:12][CH:11]=2)[N:5]([CH3:9])[C:6]=1[CH2:7]Br.Cl.[C:18]([C:20]1([C:26]2[CH:31]=[CH:30][CH:29]=[CH:28][CH:27]=2)[CH2:25][CH2:24][NH:23][CH2:22][CH2:21]1)#[N:19].C(N(C(C)C)CC)(C)C.